From a dataset of Forward reaction prediction with 1.9M reactions from USPTO patents (1976-2016). Predict the product of the given reaction. (1) Given the reactants [CH2:1]([NH:3][C:4]([NH:6][C:7]1[N:23]=[C:10]2[CH:11]=[C:12]([C:17]3[CH:18]=[N:19][CH:20]=[CH:21][CH:22]=3)[CH:13]=[C:14]([CH:15]=[O:16])[N:9]2[N:8]=1)=[O:5])[CH3:2].S([CH2:34][N+:35]#[C-:36])(C1C=CC(C)=CC=1)(=O)=O.C([O-])([O-])=O.[K+].[K+], predict the reaction product. The product is: [CH2:1]([NH:3][C:4]([NH:6][C:7]1[N:23]=[C:10]2[CH:11]=[C:12]([C:17]3[CH:18]=[N:19][CH:20]=[CH:21][CH:22]=3)[CH:13]=[C:14]([C:15]3[O:16][CH:36]=[N:35][CH:34]=3)[N:9]2[N:8]=1)=[O:5])[CH3:2]. (2) Given the reactants [OH-].[NH4+:2].[CH3:3][N:4]([N:6]=[N:7][C:8]1[C:12]2[CH2:13][CH2:14][CH2:15][CH2:16][C:11]=2[Se:10][C:9]=1[C:17]([O-:19])=O)[CH3:5].O, predict the reaction product. The product is: [CH3:3][N:4]([N:6]=[N:7][C:8]1[C:12]2[CH2:13][CH2:14][CH2:15][CH2:16][C:11]=2[Se:10][C:9]=1[C:17]([NH2:2])=[O:19])[CH3:5]. (3) Given the reactants [CH2:1]([N:8]1[CH:17]=[C:16]([CH:18]=O)[C:15]2[C:10](=[CH:11][CH:12]=[CH:13][CH:14]=2)[C:9]1=[O:20])[C:2]1[CH:7]=[CH:6][CH:5]=[CH:4][CH:3]=1.[F:21][C:22]1[CH:23]=[C:24]2[C:28](=[CH:29][CH:30]=1)[N:27]([CH2:31][C:32]([O:34][CH3:35])=[O:33])[C:26]([CH3:36])=[CH:25]2.C([SiH](CC)CC)C.FC(F)(F)C(O)=O.C([O-])(O)=O.[Na+], predict the reaction product. The product is: [CH2:1]([N:8]1[CH:17]=[C:16]([CH2:18][C:25]2[C:24]3[C:28](=[CH:29][CH:30]=[C:22]([F:21])[CH:23]=3)[N:27]([CH2:31][C:32]([O:34][CH3:35])=[O:33])[C:26]=2[CH3:36])[C:15]2[C:10](=[CH:11][CH:12]=[CH:13][CH:14]=2)[C:9]1=[O:20])[C:2]1[CH:3]=[CH:4][CH:5]=[CH:6][CH:7]=1. (4) Given the reactants [H-].[Na+].[N:3]1[CH:8]=[CH:7][CH:6]=[CH:5][C:4]=1[C:9]1[CH:14]=[CH:13][C:12]([C:15]2[C:16](=[O:24])[NH:17][C:18]3([CH2:23][CH2:22][O:21][CH2:20]3)[N:19]=2)=[CH:11][CH:10]=1.Br[CH2:26][C:27]([NH:29][C:30]1[CH:35]=[CH:34][CH:33]=[C:32]([C:36]([F:39])([F:38])[F:37])[CH:31]=1)=[O:28], predict the reaction product. The product is: [O:24]=[C:16]1[C:15]([C:12]2[CH:11]=[CH:10][C:9]([C:4]3[CH:5]=[CH:6][CH:7]=[CH:8][N:3]=3)=[CH:14][CH:13]=2)=[N:19][C:18]2([CH2:23][CH2:22][O:21][CH2:20]2)[N:17]1[CH2:26][C:27]([NH:29][C:30]1[CH:35]=[CH:34][CH:33]=[C:32]([C:36]([F:37])([F:38])[F:39])[CH:31]=1)=[O:28]. (5) Given the reactants [Br:1][C:2]1[C:13](=[O:14])[N:12]([CH:15]2[CH2:19][CH2:18][CH2:17][CH2:16]2)[C:5]2[N:6]=[C:7]([S:10][CH3:11])[N:8]=[CH:9][C:4]=2[C:3]=1[CH3:20].C1(N2C3N=C(S(C)=[O:37])N=CC=3C(C)=C(I)C2=O)CCCC1, predict the reaction product. The product is: [Br:1][C:2]1[C:13](=[O:14])[N:12]([CH:15]2[CH2:16][CH2:17][CH2:18][CH2:19]2)[C:5]2[N:6]=[C:7]([S:10]([CH3:11])=[O:37])[N:8]=[CH:9][C:4]=2[C:3]=1[CH3:20]. (6) Given the reactants [NH2:1][C:2]1[CH:3]=[C:4]([OH:11])[C:5](=[CH:9][CH:10]=1)[C:6]([OH:8])=[O:7].[OH-].[Na+].C([O-])([O-])=O.[Na+].[Na+].Cl[C:21]1[C:26](CC=O)=[C:25]([CH3:30])[CH:24]=[CH:23][C:22]=1[S:31]([O-:34])(=[O:33])=[O:32].C1C[O:38][CH2:37][CH2:36]1, predict the reaction product. The product is: [OH:11][C:4]1[CH:3]=[C:2]([NH:1][C:37](=[O:38])[CH2:36][O:34][S:31]([C:22]2[CH:21]=[CH:26][C:25]([CH3:30])=[CH:24][CH:23]=2)(=[O:32])=[O:33])[CH:10]=[CH:9][C:5]=1[C:6]([OH:8])=[O:7]. (7) Given the reactants [I:1][C:2]1[CH:9]=[CH:8][C:5]([CH2:6]Cl)=[CH:4][CH:3]=1.[NH2:10][C:11]1[CH:16]=[CH:15][C:14]([O:17][CH3:18])=[CH:13][C:12]=1[SH:19].CO, predict the reaction product. The product is: [NH2:10][C:11]1[CH:16]=[CH:15][C:14]([O:17][CH3:18])=[CH:13][C:12]=1[SH:19].[I:1][C:2]1[CH:9]=[CH:8][C:5]([C:6]2[S:19][C:12]3[CH:13]=[C:14]([O:17][CH3:18])[CH:15]=[CH:16][C:11]=3[N:10]=2)=[CH:4][CH:3]=1. (8) The product is: [Cl:1][C:2]1[CH:3]=[C:4]([C:9]2[CH:10]=[C:11]([C:21]3[O:26][C:25](=[O:27])[CH:24]([C:30](=[O:31])[C:29]([F:40])([F:39])[F:28])[N:23]=3)[CH:12]=[N:13][C:14]=2[O:15][CH2:16][C:17]([F:18])([F:19])[F:20])[CH:5]=[CH:6][C:7]=1[Cl:8]. Given the reactants [Cl:1][C:2]1[CH:3]=[C:4]([C:9]2[CH:10]=[C:11]([C:21]([NH:23][CH2:24][C:25]([OH:27])=[O:26])=O)[CH:12]=[N:13][C:14]=2[O:15][CH2:16][C:17]([F:20])([F:19])[F:18])[CH:5]=[CH:6][C:7]=1[Cl:8].[F:28][C:29]([F:40])([F:39])[C:30](O[C:30](=[O:31])[C:29]([F:40])([F:39])[F:28])=[O:31], predict the reaction product. (9) Given the reactants [Cl:1][C:2]1[CH:3]=[CH:4][CH:5]=[C:6]2[C:11]=1[C:10]([CH:12]=C)=[N:9][C:8]([C@@H:14]([NH:16][C:17](=[O:33])[O:18][CH2:19][CH:20]1[C:32]3[CH:31]=[CH:30][CH:29]=[CH:28][C:27]=3[C:26]3[C:21]1=[CH:22][CH:23]=[CH:24][CH:25]=3)[CH3:15])=[CH:7]2.[O:34]1CCOCC1, predict the reaction product. The product is: [Cl:1][C:2]1[CH:3]=[CH:4][CH:5]=[C:6]2[C:11]=1[C:10]([CH:12]=[O:34])=[N:9][C:8]([C@@H:14]([NH:16][C:17](=[O:33])[O:18][CH2:19][CH:20]1[C:21]3[CH:22]=[CH:23][CH:24]=[CH:25][C:26]=3[C:27]3[C:32]1=[CH:31][CH:30]=[CH:29][CH:28]=3)[CH3:15])=[CH:7]2. (10) Given the reactants [C:1]1([NH:7][C:8]2[CH:20]=[CH:19][C:11]3[O:12][C:13]4[CH:18]=[CH:17][CH:16]=[CH:15][C:14]=4[C:10]=3[CH:9]=2)[CH:6]=[CH:5][CH:4]=[CH:3][CH:2]=1.[Br:21][C:22]1[CH:27]=[CH:26][CH:25]=[C:24](I)[CH:23]=1.C1(P(C2C=CC=CC=2)C2C=CC=CC=2)C=CC=CC=1.CC(C)([O-])C.[Na+], predict the reaction product. The product is: [Br:21][C:22]1[CH:23]=[C:24]([N:7]([C:1]2[CH:6]=[CH:5][CH:4]=[CH:3][CH:2]=2)[C:8]2[CH:20]=[CH:19][C:11]3[O:12][C:13]4[CH:18]=[CH:17][CH:16]=[CH:15][C:14]=4[C:10]=3[CH:9]=2)[CH:25]=[CH:26][CH:27]=1.